From a dataset of Full USPTO retrosynthesis dataset with 1.9M reactions from patents (1976-2016). Predict the reactants needed to synthesize the given product. Given the product [CH2:18]([NH:25][CH:14]1[CH2:15][CH2:16][CH:11]([NH:10][C:6]2[CH:5]=[C:4]3[C:9](=[CH:8][CH:7]=2)[NH:1][N:2]=[CH:3]3)[CH2:12][CH2:13]1)[C:19]1[CH:24]=[CH:23][CH:22]=[CH:21][CH:20]=1, predict the reactants needed to synthesize it. The reactants are: [NH:1]1[C:9]2[C:4](=[CH:5][C:6]([NH:10][CH:11]3[CH2:16][CH2:15][C:14](=O)[CH2:13][CH2:12]3)=[CH:7][CH:8]=2)[CH:3]=[N:2]1.[CH2:18]([NH2:25])[C:19]1[CH:24]=[CH:23][CH:22]=[CH:21][CH:20]=1.C(O[BH-](OC(=O)C)OC(=O)C)(=O)C.[Na+].Cl.CO.